This data is from Peptide-MHC class I binding affinity with 185,985 pairs from IEDB/IMGT. The task is: Regression. Given a peptide amino acid sequence and an MHC pseudo amino acid sequence, predict their binding affinity value. This is MHC class I binding data. (1) The peptide sequence is FGDSEEPVTY. The binding affinity (normalized) is 0.0897. The MHC is HLA-A02:03 with pseudo-sequence HLA-A02:03. (2) The peptide sequence is SPVIVNGAM. The MHC is HLA-A31:01 with pseudo-sequence HLA-A31:01. The binding affinity (normalized) is 0.0847. (3) The peptide sequence is ESSVKEKDM. The MHC is HLA-B15:09 with pseudo-sequence HLA-B15:09. The binding affinity (normalized) is 0.0847. (4) The peptide sequence is FLPKDYFPSV. The MHC is HLA-A68:02 with pseudo-sequence HLA-A68:02. The binding affinity (normalized) is 0.581.